Dataset: KCNQ2 potassium channel screen with 302,405 compounds. Task: Binary Classification. Given a drug SMILES string, predict its activity (active/inactive) in a high-throughput screening assay against a specified biological target. (1) The molecule is N(c1ccccc1)(c1ncccn1)C. The result is 0 (inactive). (2) The drug is S(c1c(NC(=O)c2ccccc2)cc(cc1)C#N)C. The result is 0 (inactive). (3) The molecule is s1c(C(N2CCN(CC2)CC)C(NC(=O)c2ccccc2)C)ccc1. The result is 0 (inactive).